From a dataset of Catalyst prediction with 721,799 reactions and 888 catalyst types from USPTO. Predict which catalyst facilitates the given reaction. (1) Reactant: [CH:1]([C:4]1[CH:9]=[CH:8][C:7]([C:10]2[C:14]3[C:15]([CH3:22])=[C:16]([NH2:21])[C:17]([CH3:20])=[C:18]([CH3:19])[C:13]=3[O:12][C:11]=2[CH3:23])=[CH:6][CH:5]=1)([CH3:3])[CH3:2].[F:24][C:25]1[CH:33]=[CH:32][C:28]([C:29](Cl)=[O:30])=[CH:27][CH:26]=1. Product: [F:24][C:25]1[CH:33]=[CH:32][C:28]([C:29]([NH:21][C:16]2[C:17]([CH3:20])=[C:18]([CH3:19])[C:13]3[O:12][C:11]([CH3:23])=[C:10]([C:7]4[CH:8]=[CH:9][C:4]([CH:1]([CH3:3])[CH3:2])=[CH:5][CH:6]=4)[C:14]=3[C:15]=2[CH3:22])=[O:30])=[CH:27][CH:26]=1. The catalyst class is: 175. (2) Reactant: [Si]([O:18][CH:19]1[CH2:22][N:21]([C:23]2[S:24][CH:25]=[C:26]([C:28](=[O:47])[N:29]([CH:44]([CH3:46])[CH3:45])[CH2:30][C:31]([O:33][CH2:34][C:35]3[CH:40]=[CH:39][C:38]([N+:41]([O-:43])=[O:42])=[CH:37][CH:36]=3)=[O:32])[N:27]=2)[CH2:20]1)(C(C)(C)C)(C1C=CC=CC=1)C1C=CC=CC=1.C(O)(=O)C.[F-].C([N+](CCCC)(CCCC)CCCC)CCC. Product: [OH:18][CH:19]1[CH2:22][N:21]([C:23]2[S:24][CH:25]=[C:26]([C:28](=[O:47])[N:29]([CH:44]([CH3:45])[CH3:46])[CH2:30][C:31]([O:33][CH2:34][C:35]3[CH:40]=[CH:39][C:38]([N+:41]([O-:43])=[O:42])=[CH:37][CH:36]=3)=[O:32])[N:27]=2)[CH2:20]1. The catalyst class is: 7. (3) Reactant: [H-].[Na+].[CH3:3][O:4][C:5]1[CH:10]=[CH:9][C:8]([NH2:11])=[CH:7][CH:6]=1.[Cl:12][C:13]1[CH:18]=[CH:17][CH:16]=[C:15](Cl)[C:14]=1[N+:20]([O-:22])=[O:21].Cl. Product: [Cl:12][C:13]1[C:14]([N+:20]([O-:22])=[O:21])=[C:15]([CH:16]=[CH:17][CH:18]=1)[NH:11][C:8]1[CH:9]=[CH:10][C:5]([O:4][CH3:3])=[CH:6][CH:7]=1. The catalyst class is: 264. (4) Reactant: [CH2:1]([O:8][C:9]1[N:10]=[N:11][C:12](Cl)=[CH:13][CH:14]=1)[C:2]1[CH:7]=[CH:6][CH:5]=[CH:4][CH:3]=1.NC(N)=[S:18]. Product: [CH2:1]([O:8][C:9]1[N:10]=[N:11][C:12]([SH:18])=[CH:13][CH:14]=1)[C:2]1[CH:7]=[CH:6][CH:5]=[CH:4][CH:3]=1. The catalyst class is: 573. (5) Reactant: [CH3:1][C:2]1([CH3:14])[C:6]([CH3:8])([CH3:7])[O:5][B:4]([C:9]2[CH:10]=[N:11][NH:12][CH:13]=2)[O:3]1.[C:15]([CH:17]=[C:18]1[CH2:21][N:20]([C:22]2[CH:33]=[CH:32][C:25]([C:26]([NH:28][CH:29]([CH3:31])[CH3:30])=[O:27])=[CH:24][CH:23]=2)[CH2:19]1)#[N:16].N12CCCN=C1CCCCC2.C(OC)(C)(C)C. Product: [C:15]([CH2:17][C:18]1([N:12]2[CH:13]=[C:9]([B:4]3[O:5][C:6]([CH3:7])([CH3:8])[C:2]([CH3:14])([CH3:1])[O:3]3)[CH:10]=[N:11]2)[CH2:21][N:20]([C:22]2[CH:33]=[CH:32][C:25]([C:26]([NH:28][CH:29]([CH3:30])[CH3:31])=[O:27])=[CH:24][CH:23]=2)[CH2:19]1)#[N:16]. The catalyst class is: 32. (6) Reactant: CN(C(ON1N=NC2C=CC=NC1=2)=[N+](C)C)C.F[P-](F)(F)(F)(F)F.[O:25]1[C:30]2([CH2:35][CH2:34][N:33]([CH2:36][C:37]3[CH:38]=[C:39]([CH2:44][CH2:45][OH:46])[CH:40]=[C:41]([F:43])[CH:42]=3)[CH2:32][CH2:31]2)[CH2:29][NH:28][CH2:27][CH2:26]1.[CH2:47]([C:49]1[S:53][CH:52]=[C:51]([C:54](O)=[O:55])[CH:50]=1)[CH3:48].C(N(CC)CC)C. Product: [CH2:47]([C:49]1[S:53][CH:52]=[C:51]([C:54]([N:28]2[CH2:29][C:30]3([CH2:35][CH2:34][N:33]([CH2:36][C:37]4[CH:38]=[C:39]([CH2:44][CH2:45][OH:46])[CH:40]=[C:41]([F:43])[CH:42]=4)[CH2:32][CH2:31]3)[O:25][CH2:26][CH2:27]2)=[O:55])[CH:50]=1)[CH3:48]. The catalyst class is: 3. (7) Reactant: [N:1]1([CH2:5][C:6]2[CH:7]=[C:8]([C:21]3[N:26]=[C:25]([CH3:27])[N:24]=[C:23]([N:28](CC4C=CC(OC)=CC=4)CC4C=CC(OC)=CC=4)[N:22]=3)[C:9]([NH:12][C:13]3[CH:14]=[N:15][C:16]([O:19][CH3:20])=[CH:17][CH:18]=3)=[N:10][CH:11]=2)[CH2:4][CH2:3][CH2:2]1.FC(F)(F)S(O)(=O)=O. Product: [N:1]1([CH2:5][C:6]2[CH:7]=[C:8]([C:21]3[N:26]=[C:25]([CH3:27])[N:24]=[C:23]([NH2:28])[N:22]=3)[C:9]([NH:12][C:13]3[CH:14]=[N:15][C:16]([O:19][CH3:20])=[CH:17][CH:18]=3)=[N:10][CH:11]=2)[CH2:4][CH2:3][CH2:2]1. The catalyst class is: 67. (8) Reactant: [CH3:1][O:2][C:3]1[CH:8]=[CH:7][CH:6]=[CH:5][C:4]=1[N:9]1[CH2:14][CH2:13][N:12]([CH2:15][CH2:16][CH2:17][CH2:18][N:19]2C(=O)C3C(=CC=CC=3)C2=O)[CH2:11][CH2:10]1.O.NN. Product: [CH3:1][O:2][C:3]1[CH:8]=[CH:7][CH:6]=[CH:5][C:4]=1[N:9]1[CH2:10][CH2:11][N:12]([CH2:15][CH2:16][CH2:17][CH2:18][NH2:19])[CH2:13][CH2:14]1. The catalyst class is: 8.